From a dataset of Reaction yield outcomes from USPTO patents with 853,638 reactions. Predict the reaction yield, written as a fraction of the theoretical maximum amount of product (1.0 means a 100% yield; for example, 0.34 means a 34% yield). (1) The reactants are [F:1][C:2]1[CH:8]=[CH:7][C:5]([NH2:6])=[CH:4][C:3]=1[O:9]C.B(Br)(Br)Br. The catalyst is ClCCl. The product is [NH2:6][C:5]1[CH:7]=[CH:8][C:2]([F:1])=[C:3]([OH:9])[CH:4]=1. The yield is 0.930. (2) The product is [C:23]([O:22][C:20]([N:18]1[CH2:19][C:14]2[CH:13]=[N:12][C:11]([NH:36][CH:28]3[CH2:29][C:30]4[C:35](=[CH:34][CH:33]=[CH:32][CH:31]=4)[CH2:27]3)=[N:16][C:15]=2[CH2:17]1)=[O:21])([CH3:26])([CH3:25])[CH3:24]. The catalyst is CN1CCCC1=O. The reactants are C(N(C(C)C)C(C)C)C.Cl[C:11]1[N:12]=[CH:13][C:14]2[CH2:19][N:18]([C:20]([O:22][C:23]([CH3:26])([CH3:25])[CH3:24])=[O:21])[CH2:17][C:15]=2[N:16]=1.[CH2:27]1[C:35]2[C:30](=[CH:31][CH:32]=[CH:33][CH:34]=2)[CH2:29][CH:28]1[NH2:36].O. The yield is 0.750. (3) No catalyst specified. The product is [NH2:14][C:13]1[C:12](=[N:11][NH:10][C:4]2[CH:5]=[CH:6][C:7]([O:32][CH3:18])=[C:2]([F:1])[CH:3]=2)[C:15]([NH2:16])=[N:34][N:33]=1. The yield is 0.680. The reactants are [F:1][C:2]1[CH:3]=[C:4]([NH:10][N:11]=[C:12]([C:15]#[N:16])[C:13]#[N:14])[CH:5]=[CH:6][C:7]=1OC.F[C:18]1C=C(C=CC=1N)OC.C(#N)CC#N.[OH2:32].[NH2:33][NH2:34]. (4) The reactants are [N:1]([CH2:4][CH2:5][CH2:6][C:7]1[C:15]2[C:10](=[CH:11][CH:12]=[C:13]([Cl:16])[CH:14]=2)[NH:9][CH:8]=1)=[N+]=[N-].C1(P(C2C=CC=CC=2)C2C=CC=CC=2)C=CC=CC=1.O. The catalyst is C1COCC1. The product is [Cl:16][C:13]1[CH:14]=[C:15]2[C:10](=[CH:11][CH:12]=1)[NH:9][CH:8]=[C:7]2[CH2:6][CH2:5][CH2:4][NH2:1]. The yield is 0.340. (5) The reactants are Cl.[CH2:2]1[CH:11]2[CH:6]([CH2:7][CH2:8][CH2:9][CH2:10]2)[CH2:5][CH2:4][N:3]1[CH2:12][C:13]([OH:15])=O.[NH2:16][C@@H:17]([CH2:35][O:36][CH2:37][C:38]1[CH:43]=[CH:42][CH:41]=[CH:40][CH:39]=1)[C:18]([NH:20][C:21]1[CH:26]=[CH:25][C:24]([O:27][C:28]2[CH:33]=[CH:32][C:31]([F:34])=[CH:30][CH:29]=2)=[CH:23][CH:22]=1)=[O:19]. No catalyst specified. The product is [CH2:37]([O:36][CH2:35][C@H:17]([NH:16][C:13](=[O:15])[CH2:12][N:3]1[CH2:4][CH2:5][CH:6]2[CH:11]([CH2:10][CH2:9][CH2:8][CH2:7]2)[CH2:2]1)[C:18]([NH:20][C:21]1[CH:26]=[CH:25][C:24]([O:27][C:28]2[CH:33]=[CH:32][C:31]([F:34])=[CH:30][CH:29]=2)=[CH:23][CH:22]=1)=[O:19])[C:38]1[CH:43]=[CH:42][CH:41]=[CH:40][CH:39]=1. The yield is 0.460. (6) The reactants are [CH:1]1([C:7]2[CH:13]=[CH:12][C:10]([NH2:11])=[CH:9][CH:8]=2)[CH2:6][CH2:5][CH2:4][CH2:3][CH2:2]1.S(=O)(=O)(O)O.[N+:19]([O-])([O-:21])=[O:20].[K+].[OH-].[Na+]. No catalyst specified. The product is [CH:1]1([C:7]2[CH:8]=[CH:9][C:10]([NH2:11])=[CH:12][C:13]=2[N+:19]([O-:21])=[O:20])[CH2:2][CH2:3][CH2:4][CH2:5][CH2:6]1. The yield is 9.21. (7) The reactants are [Cl:1][C:2]1[CH:8]=[CH:7][C:5]([NH2:6])=[C:4]([F:9])[CH:3]=1.[N+:10]([O-])([OH:12])=[O:11]. The catalyst is S(=O)(=O)(O)O. The product is [Cl:1][C:2]1[C:8]([N+:10]([O-:12])=[O:11])=[CH:7][C:5]([NH2:6])=[C:4]([F:9])[CH:3]=1. The yield is 0.860.